Predict the product of the given reaction. From a dataset of Forward reaction prediction with 1.9M reactions from USPTO patents (1976-2016). Given the reactants [CH:1]([C:3]1[CH:18]=[CH:17][C:6]([O:7][C:8]2[CH:16]=[CH:15][C:11]([C:12]([NH2:14])=[O:13])=[CH:10][N:9]=2)=[C:5]([O:19][CH3:20])[CH:4]=1)=O.[CH3:21][C:22]1[CH:23]=[C:24]([CH:28]=[CH:29][CH:30]=1)[CH2:25][CH2:26][NH2:27], predict the reaction product. The product is: [CH3:20][O:19][C:5]1[CH:4]=[C:3]([CH2:1][NH:27][CH2:26][CH2:25][C:24]2[CH:23]=[C:22]([CH3:21])[CH:30]=[CH:29][CH:28]=2)[CH:18]=[CH:17][C:6]=1[O:7][C:8]1[CH:16]=[CH:15][C:11]([C:12]([NH2:14])=[O:13])=[CH:10][N:9]=1.